From a dataset of Catalyst prediction with 721,799 reactions and 888 catalyst types from USPTO. Predict which catalyst facilitates the given reaction. Reactant: S(=O)(=O)(O)O.[Br:6][C:7]1[CH:8]=[C:9]([CH:13]=[C:14]([F:16])[CH:15]=1)[C:10]([OH:12])=[O:11].[CH2:17](O)[CH3:18]. Product: [Br:6][C:7]1[CH:8]=[C:9]([CH:13]=[C:14]([F:16])[CH:15]=1)[C:10]([O:12][CH2:17][CH3:18])=[O:11]. The catalyst class is: 280.